Dataset: Reaction yield outcomes from USPTO patents with 853,638 reactions. Task: Predict the reaction yield, written as a fraction of the theoretical maximum amount of product (1.0 means a 100% yield; for example, 0.34 means a 34% yield). The reactants are [CH3:1][C:2]1[CH:7]=[C:6]([C:8]([F:11])([F:10])[F:9])[N:5]=[C:4]([NH:12][C:13]2[S:14][CH:15]=[C:16]([C:18]([O:20]CC)=[O:19])[N:17]=2)[N:3]=1.[Li+].[OH-].Cl. The catalyst is CO.O. The product is [CH3:1][C:2]1[CH:7]=[C:6]([C:8]([F:11])([F:10])[F:9])[N:5]=[C:4]([NH:12][C:13]2[S:14][CH:15]=[C:16]([C:18]([OH:20])=[O:19])[N:17]=2)[N:3]=1. The yield is 0.990.